From a dataset of NCI-60 drug combinations with 297,098 pairs across 59 cell lines. Regression. Given two drug SMILES strings and cell line genomic features, predict the synergy score measuring deviation from expected non-interaction effect. (1) Drug 1: CC1=CC=C(C=C1)C2=CC(=NN2C3=CC=C(C=C3)S(=O)(=O)N)C(F)(F)F. Drug 2: CS(=O)(=O)OCCCCOS(=O)(=O)C. Cell line: RXF 393. Synergy scores: CSS=-0.837, Synergy_ZIP=0.134, Synergy_Bliss=-0.556, Synergy_Loewe=-1.93, Synergy_HSA=-1.69. (2) Drug 1: CC(C)NC(=O)C1=CC=C(C=C1)CNNC.Cl. Drug 2: COCCOC1=C(C=C2C(=C1)C(=NC=N2)NC3=CC=CC(=C3)C#C)OCCOC.Cl. Cell line: HS 578T. Synergy scores: CSS=3.86, Synergy_ZIP=1.49, Synergy_Bliss=2.90, Synergy_Loewe=4.19, Synergy_HSA=1.74.